Predict the product of the given reaction. From a dataset of Forward reaction prediction with 1.9M reactions from USPTO patents (1976-2016). Given the reactants Br[C:2]1[CH:3]=[C:4]([F:15])[CH:5]=[C:6]2[C:10]=1[NH:9][C:8]([C:11]([NH2:13])=[O:12])=[C:7]2[CH3:14].[C:16]([C:18]1[CH:23]=[CH:22][C:21](B(O)O)=[CH:20][CH:19]=1)#[N:17], predict the reaction product. The product is: [C:16]([C:18]1[CH:23]=[CH:22][C:21]([C:2]2[CH:3]=[C:4]([F:15])[CH:5]=[C:6]3[C:10]=2[NH:9][C:8]([C:11]([NH2:13])=[O:12])=[C:7]3[CH3:14])=[CH:20][CH:19]=1)#[N:17].